This data is from NCI-60 drug combinations with 297,098 pairs across 59 cell lines. The task is: Regression. Given two drug SMILES strings and cell line genomic features, predict the synergy score measuring deviation from expected non-interaction effect. (1) Drug 1: CC1=C(C=C(C=C1)NC2=NC=CC(=N2)N(C)C3=CC4=NN(C(=C4C=C3)C)C)S(=O)(=O)N.Cl. Drug 2: CS(=O)(=O)OCCCCOS(=O)(=O)C. Cell line: A498. Synergy scores: CSS=-3.47, Synergy_ZIP=0.493, Synergy_Bliss=-0.870, Synergy_Loewe=-4.96, Synergy_HSA=-4.25. (2) Drug 1: CC12CCC3C(C1CCC2=O)CC(=C)C4=CC(=O)C=CC34C. Drug 2: CC(C)(C#N)C1=CC(=CC(=C1)CN2C=NC=N2)C(C)(C)C#N. Cell line: SF-268. Synergy scores: CSS=51.6, Synergy_ZIP=0.971, Synergy_Bliss=-1.63, Synergy_Loewe=-0.988, Synergy_HSA=-1.93. (3) Drug 1: C1=C(C(=O)NC(=O)N1)N(CCCl)CCCl. Drug 2: CC1=C(C=C(C=C1)C(=O)NC2=CC(=CC(=C2)C(F)(F)F)N3C=C(N=C3)C)NC4=NC=CC(=N4)C5=CN=CC=C5. Cell line: A498. Synergy scores: CSS=9.09, Synergy_ZIP=-5.12, Synergy_Bliss=1.25, Synergy_Loewe=-3.25, Synergy_HSA=-2.77. (4) Drug 1: CC1OCC2C(O1)C(C(C(O2)OC3C4COC(=O)C4C(C5=CC6=C(C=C35)OCO6)C7=CC(=C(C(=C7)OC)O)OC)O)O. Drug 2: C1C(C(OC1N2C=NC3=C(N=C(N=C32)Cl)N)CO)O. Cell line: SNB-75. Synergy scores: CSS=6.93, Synergy_ZIP=-4.35, Synergy_Bliss=-1.75, Synergy_Loewe=-2.97, Synergy_HSA=-2.66. (5) Drug 1: C1CCC(C(C1)N)N.C(=O)(C(=O)[O-])[O-].[Pt+4]. Drug 2: COCCOC1=C(C=C2C(=C1)C(=NC=N2)NC3=CC=CC(=C3)C#C)OCCOC.Cl. Cell line: HCT-15. Synergy scores: CSS=13.0, Synergy_ZIP=1.74, Synergy_Bliss=7.31, Synergy_Loewe=-5.63, Synergy_HSA=2.15.